This data is from Forward reaction prediction with 1.9M reactions from USPTO patents (1976-2016). The task is: Predict the product of the given reaction. (1) Given the reactants [F:1][C:2]1[CH:3]=[C:4]([C@@H:8]2[CH2:12][NH:11][CH2:10][C@H:9]2[NH:13][C:14]([NH:16][C:17]2[N:21]([C:22]3[CH:27]=[CH:26][CH:25]=[CH:24][CH:23]=3)[N:20]=[C:19]3[CH2:28][CH2:29][CH2:30][C:18]=23)=[O:15])[CH:5]=[CH:6][CH:7]=1.Br[CH2:32][CH2:33][O:34][CH3:35].CCN(C(C)C)C(C)C, predict the reaction product. The product is: [F:1][C:2]1[CH:3]=[C:4]([C@@H:8]2[CH2:12][N:11]([CH2:32][CH2:33][O:34][CH3:35])[CH2:10][C@H:9]2[NH:13][C:14]([NH:16][C:17]2[N:21]([C:22]3[CH:27]=[CH:26][CH:25]=[CH:24][CH:23]=3)[N:20]=[C:19]3[CH2:28][CH2:29][CH2:30][C:18]=23)=[O:15])[CH:5]=[CH:6][CH:7]=1. (2) Given the reactants [N:1]1[O:2][N:3]=[C:4]2[CH:9]=[C:8](C(O)=O)[CH:7]=[CH:6][C:5]=12.C([N:15](CC)CC)C.C1C=CC(P(N=[N+]=[N-])(C2C=CC=CC=2)=O)=CC=1.C([O-])([O-])=O.[Na+].[Na+], predict the reaction product. The product is: [NH2:15][C:8]1[CH:7]=[CH:6][C:5]2=[N:1][O:2][N:3]=[C:4]2[CH:9]=1.